Dataset: Catalyst prediction with 721,799 reactions and 888 catalyst types from USPTO. Task: Predict which catalyst facilitates the given reaction. Reactant: [F:1][C:2]1[CH:3]=[C:4]([CH:7]=[CH:8][C:9]=1[C:10]([F:13])([F:12])[F:11])[CH:5]=[O:6].[BH4-].[Na+]. Product: [F:1][C:2]1[CH:3]=[C:4]([CH2:5][OH:6])[CH:7]=[CH:8][C:9]=1[C:10]([F:12])([F:13])[F:11]. The catalyst class is: 5.